Dataset: Full USPTO retrosynthesis dataset with 1.9M reactions from patents (1976-2016). Task: Predict the reactants needed to synthesize the given product. (1) Given the product [N:31]1[C:32]2[C:27](=[CH:26][CH:25]=[CH:24][C:23]=2[N:20]2[CH2:19][CH2:18][N:17]([CH2:16][CH2:15][C:12]3[CH:11]=[CH:10][C:9]([OH:8])=[CH:14][CH:13]=3)[CH2:22][CH2:21]2)[CH:28]=[CH:29][CH:30]=1, predict the reactants needed to synthesize it. The reactants are: C1(C[O:8][C:9]2[CH:14]=[CH:13][C:12]([CH2:15][CH2:16][N:17]3[CH2:22][CH2:21][N:20]([C:23]4[CH:24]=[CH:25][CH:26]=[C:27]5[C:32]=4[N:31]=[CH:30][CH:29]=[CH:28]5)[CH2:19][CH2:18]3)=[CH:11][CH:10]=2)C=CC=CC=1.B(Br)(Br)Br. (2) Given the product [Br:38][CH2:1][C:2]1[CH:7]=[CH:6][CH:5]=[CH:4][C:3]=1[C:8](=[CH:13][O:14][CH3:15])[C:9]([O:11][CH3:12])=[O:10], predict the reactants needed to synthesize it. The reactants are: [CH3:1][C:2]1[CH:7]=[CH:6][CH:5]=[CH:4][C:3]=1[C:8](=[CH:13][O:14][CH3:15])[C:9]([O:11][CH3:12])=[O:10].N(C(C)(CC(OC)(C)C)C#N)=NC(C)(CC(C)(OC)C)C#N.[Br:38]Br. (3) Given the product [CH2:17]([N:10]1[C:11]2[C:16](=[CH:15][CH:14]=[CH:13][CH:12]=2)[C:8]2([C:6]3[CH:7]=[C:2]([C:43]4[CH:44]=[CH:39][N:38]=[CH:41][CH:42]=4)[CH:3]=[CH:4][C:5]=3[O:24][CH2:23]2)[C:9]1=[O:22])[CH2:18][CH2:19][CH2:20][CH3:21], predict the reactants needed to synthesize it. The reactants are: Br[C:2]1[CH:3]=[CH:4][C:5]2[O:24][CH2:23][C:8]3([C:16]4[C:11](=[CH:12][CH:13]=[CH:14][CH:15]=4)[N:10]([CH2:17][CH2:18][CH2:19][CH2:20][CH3:21])[C:9]3=[O:22])[C:6]=2[CH:7]=1.Br[C:43]1[CH:42]=[CH:41]C=[C:39]2[C:44]=1C1(C3C=C(F)C(F)=CC=3OC1)C(=O)[N:38]2CC([NH:38][C:39]1[CH:44]=[CH:43][CH:42]=[CH:41]C=1F)=O.N1C=CC(B(O)O)=CC=1.N1C=C(B(O)O)C=NC=1. (4) Given the product [O:1]1[CH:5]=[CH:4][CH:3]=[C:2]1[C:6]1[O:7][C:8]([CH3:36])=[C:9]([CH2:11][O:12][C:13]2[CH:33]=[CH:32][C:16]([CH2:17][O:18][C:19]3[C:23]([CH2:24][NH:45][CH3:44])=[CH:22][N:21]([C:26]4[CH:31]=[CH:30][CH:29]=[CH:28][CH:27]=4)[N:20]=3)=[CH:15][C:14]=2[O:34][CH3:35])[N:10]=1, predict the reactants needed to synthesize it. The reactants are: [O:1]1[CH:5]=[CH:4][CH:3]=[C:2]1[C:6]1[O:7][C:8]([CH3:36])=[C:9]([CH2:11][O:12][C:13]2[CH:33]=[CH:32][C:16]([CH2:17][O:18][C:19]3[C:23]([CH:24]=O)=[CH:22][N:21]([C:26]4[CH:31]=[CH:30][CH:29]=[CH:28][CH:27]=4)[N:20]=3)=[CH:15][C:14]=2[O:34][CH3:35])[N:10]=1.CN.C(O)(=O)C.[B-][C:44]#[N:45].[Na+].